Dataset: Peptide-MHC class I binding affinity with 185,985 pairs from IEDB/IMGT. Task: Regression. Given a peptide amino acid sequence and an MHC pseudo amino acid sequence, predict their binding affinity value. This is MHC class I binding data. The peptide sequence is FLPSDFFPSV. The MHC is Mamu-A01 with pseudo-sequence Mamu-A01. The binding affinity (normalized) is 0.149.